Dataset: Forward reaction prediction with 1.9M reactions from USPTO patents (1976-2016). Task: Predict the product of the given reaction. (1) Given the reactants [N:1]1([CH2:7][C:8]2[CH:24]=[CH:23][C:11]3[NH:12][C:13]([C:15]4[C:19]([N+:20]([O-])=O)=[CH:18][NH:17][N:16]=4)=[N:14][C:10]=3[CH:9]=2)[CH2:6][CH2:5][O:4][CH2:3][CH2:2]1.[H][H], predict the reaction product. The product is: [N:1]1([CH2:7][C:8]2[CH:24]=[CH:23][C:11]3[NH:12][C:13]([C:15]4[C:19]([NH2:20])=[CH:18][NH:17][N:16]=4)=[N:14][C:10]=3[CH:9]=2)[CH2:6][CH2:5][O:4][CH2:3][CH2:2]1. (2) Given the reactants [C:1]([O:4][CH2:5][CH:6]1[CH2:11][CH:10]([O:12]C2CCCCO2)[CH2:9][CH2:8][N:7]1[C:19]([O:21][C:22]([CH3:25])([CH3:24])[CH3:23])=[O:20])(=[O:3])[CH3:2].O.C1(C)C=CC(S(O)(=O)=O)=CC=1, predict the reaction product. The product is: [C:1]([O:4][CH2:5][CH:6]1[CH2:11][CH:10]([OH:12])[CH2:9][CH2:8][N:7]1[C:19]([O:21][C:22]([CH3:25])([CH3:24])[CH3:23])=[O:20])(=[O:3])[CH3:2]. (3) Given the reactants [CH3:1][N:2]([CH3:15])[C:3]1[N:4]=[C:5]2[C:10](=[CH:11][C:12]=1[F:13])[N:9]=[CH:8][CH:7]=[C:6]2O.P(Br)(Br)[Br:17].C(=O)(O)[O-].[Na+], predict the reaction product. The product is: [Br:17][C:6]1[CH:7]=[CH:8][N:9]=[C:10]2[C:5]=1[N:4]=[C:3]([N:2]([CH3:15])[CH3:1])[C:12]([F:13])=[CH:11]2. (4) Given the reactants [CH:1]1([C:4]2[N:5]=[C:6]([CH3:12])OC=2OCC)[CH2:3][CH2:2]1.[C:13]([O:21][CH3:22])(=[O:20])/[CH:14]=[CH:15]\[C:16]([O:18][CH3:19])=[O:17].[CH3:23][OH:24], predict the reaction product. The product is: [CH3:19][O:18][C:16]([C:15]1[C:4]([CH:1]2[CH2:2][CH2:3]2)=[N:5][C:6]([CH3:12])=[C:23]([OH:24])[C:14]=1[C:13]([O:21][CH3:22])=[O:20])=[O:17]. (5) The product is: [CH2:13]([C:2]1[CH:3]=[C:4]([N:8]2[CH2:12][CH:11]=[CH:10][CH2:9]2)[CH:5]=[CH:6][CH:7]=1)[C:14]1[CH:19]=[CH:18][CH:17]=[CH:16][CH:15]=1. Given the reactants Br[C:2]1[CH:3]=[C:4]([N:8]2[CH2:12][CH:11]=[CH:10][CH2:9]2)[CH:5]=[CH:6][CH:7]=1.[CH2:13]([Mg]Cl)[C:14]1[CH:19]=[CH:18][CH:17]=[CH:16][CH:15]=1, predict the reaction product. (6) Given the reactants Cl.[CH:2]1([C:5]2[C:6]([O:19][CH2:20][CH:21]3[CH2:26][CH2:25][NH:24][CH2:23][CH2:22]3)=[CH:7][C:8]([F:18])=[C:9]([CH:17]=2)[C:10]([NH:12][S:13]([CH3:16])(=[O:15])=[O:14])=[O:11])[CH2:4][CH2:3]1.[Br:27][C:28]1[C:35]([F:36])=[CH:34][C:31]([CH:32]=O)=[C:30]([F:37])[CH:29]=1, predict the reaction product. The product is: [Br:27][C:28]1[C:35]([F:36])=[CH:34][C:31]([CH2:32][N:24]2[CH2:23][CH2:22][CH:21]([CH2:20][O:19][C:6]3[C:5]([CH:2]4[CH2:4][CH2:3]4)=[CH:17][C:9]([C:10]([NH:12][S:13]([CH3:16])(=[O:14])=[O:15])=[O:11])=[C:8]([F:18])[CH:7]=3)[CH2:26][CH2:25]2)=[C:30]([F:37])[CH:29]=1.